Dataset: Full USPTO retrosynthesis dataset with 1.9M reactions from patents (1976-2016). Task: Predict the reactants needed to synthesize the given product. (1) Given the product [OH:13][C:12]1[C:11]([O:14][CH3:15])=[CH:10][CH:9]=[C:8]2[C:7]=1[O:6][CH:19]=[CH:17][C:16]2=[O:18], predict the reactants needed to synthesize it. The reactants are: Cl(O)(=O)(=O)=O.[OH:6][C:7]1[C:12]([OH:13])=[C:11]([O:14][CH3:15])[CH:10]=[CH:9][C:8]=1[C:16](=[O:18])[CH3:17].[CH2:19](OC(OCC)OCC)C. (2) Given the product [Cl:1][C:2]1[CH:7]=[CH:6][C:5]([C:8]([F:11])([F:9])[F:10])=[CH:4][C:3]=1[N:12]([S:13]([C:16]1[CH:21]=[CH:20][C:19]([CH3:22])=[CH:18][CH:17]=1)(=[O:15])=[O:14])[CH2:23][C:24]([NH:27][CH2:28][C:29]1[CH:34]=[CH:33][N:32]=[CH:31][CH:30]=1)=[O:26], predict the reactants needed to synthesize it. The reactants are: [Cl:1][C:2]1[CH:7]=[CH:6][C:5]([C:8]([F:11])([F:10])[F:9])=[CH:4][C:3]=1[N:12]([CH2:23][C:24]([OH:26])=O)[S:13]([C:16]1[CH:21]=[CH:20][C:19]([CH3:22])=[CH:18][CH:17]=1)(=[O:15])=[O:14].[NH2:27][CH2:28][C:29]1[CH:34]=[CH:33][N:32]=[CH:31][CH:30]=1.F[P-](F)(F)(F)(F)F.C[N+](C)=C(N(C)C)ON1C2C=CC=CC=2N=N1.C(N(CC)CC)C. (3) Given the product [Cl:23][C:21]1[CH:20]=[CH:19][C:4]2[N:5]([CH2:10][C:11]3[CH:16]=[CH:15][C:14]([O:17][CH3:18])=[CH:13][CH:12]=3)[C:6](=[O:9])[CH2:7][N:8]=[C:2]([C:41]3[CH:42]=[CH:43][C:38]([O:37][CH3:36])=[CH:39][CH:40]=3)[C:3]=2[CH:22]=1, predict the reactants needed to synthesize it. The reactants are: Cl[C:2]1[C:3]2[CH:22]=[C:21]([Cl:23])[CH:20]=[CH:19][C:4]=2[N:5]([CH2:10][C:11]2[CH:16]=[CH:15][C:14]([O:17][CH3:18])=[CH:13][CH:12]=2)[C:6](=[O:9])[CH2:7][N:8]=1.COCCOC.C([O-])([O-])=O.[Na+].[Na+].[CH3:36][O:37][C:38]1[CH:43]=[CH:42][C:41](B(O)O)=[CH:40][CH:39]=1. (4) Given the product [C:12]([N:8]1[N:9]=[N:10][C:6]([CH2:5][C:4]([OH:3])=[O:11])=[N:7]1)([C:13]1[CH:18]=[CH:17][CH:16]=[CH:15][CH:14]=1)([C:25]1[CH:26]=[CH:27][CH:28]=[CH:29][CH:30]=1)[C:19]1[CH:20]=[CH:21][CH:22]=[CH:23][CH:24]=1, predict the reactants needed to synthesize it. The reactants are: C([O:3][C:4](=[O:11])[CH2:5][C:6]1[N:7]=[N:8][NH:9][N:10]=1)C.[C:12](Cl)([C:25]1[CH:30]=[CH:29][CH:28]=[CH:27][CH:26]=1)([C:19]1[CH:24]=[CH:23][CH:22]=[CH:21][CH:20]=1)[C:13]1[CH:18]=[CH:17][CH:16]=[CH:15][CH:14]=1.O.[OH-].[K+]. (5) Given the product [F:12][C:9]([F:10])([F:11])[C:7]1[CH:6]=[C:5]([C@H:13]([O:15][C@H:16]2[CH2:20][CH2:19][C@@H:18]([N:21]([CH2:33][CH2:34][CH2:35][C:36]([O:38][CH3:39])=[O:37])[CH3:22])[C@@H:17]2[C:23]2[CH:28]=[CH:27][C:26]([F:29])=[CH:25][CH:24]=2)[CH3:14])[CH:4]=[C:3]([C:2]([F:1])([F:30])[F:31])[CH:8]=1, predict the reactants needed to synthesize it. The reactants are: [F:1][C:2]([F:31])([F:30])[C:3]1[CH:4]=[C:5]([C@H:13]([O:15][C@H:16]2[CH2:20][CH2:19][C@@H:18]([NH:21][CH3:22])[C@@H:17]2[C:23]2[CH:28]=[CH:27][C:26]([F:29])=[CH:25][CH:24]=2)[CH3:14])[CH:6]=[C:7]([C:9]([F:12])([F:11])[F:10])[CH:8]=1.Cl[CH2:33][CH2:34][CH2:35][C:36]([O:38][CH3:39])=[O:37].CCN(C(C)C)C(C)C.